Dataset: Peptide-MHC class I binding affinity with 185,985 pairs from IEDB/IMGT. Task: Regression. Given a peptide amino acid sequence and an MHC pseudo amino acid sequence, predict their binding affinity value. This is MHC class I binding data. (1) The MHC is HLA-A68:02 with pseudo-sequence HLA-A68:02. The binding affinity (normalized) is 0. The peptide sequence is ITDQTVNICI. (2) The peptide sequence is CEALLADGL. The MHC is HLA-B15:17 with pseudo-sequence HLA-B15:17. The binding affinity (normalized) is 0.0847. (3) The peptide sequence is NHHNVELSL. The MHC is Mamu-A07 with pseudo-sequence Mamu-A07. The binding affinity (normalized) is 0.785. (4) The peptide sequence is HLLISFDST. The MHC is HLA-A02:01 with pseudo-sequence HLA-A02:01. The binding affinity (normalized) is 0.0533. (5) The peptide sequence is QASTTEAILP. The MHC is HLA-B57:01 with pseudo-sequence HLA-B57:01. The binding affinity (normalized) is 0.299. (6) The peptide sequence is KRQEILDLWVY. The MHC is HLA-A68:01 with pseudo-sequence HLA-A68:01. The binding affinity (normalized) is 0.